This data is from Forward reaction prediction with 1.9M reactions from USPTO patents (1976-2016). The task is: Predict the product of the given reaction. (1) Given the reactants [Br:1][C:2]1[C:3]([F:34])=[CH:4][C:5]2[CH:11]3[CH2:12][CH:9]([CH2:10]3)[N:8]3[C:13]([CH:20]([CH:22]4[CH2:25][N:24]([C:26]([O:28][C:29]([CH3:32])([CH3:31])[CH3:30])=[O:27])[CH2:23]4)[OH:21])=[C:14]([C:16]([O:18]C)=O)[N:15]=[C:7]3[C:6]=2[CH:33]=1.C[O-].[Na+].C([NH2:40])=O, predict the reaction product. The product is: [Br:1][C:2]1[C:3]([F:34])=[CH:4][C:5]2[CH:11]3[CH2:12][CH:9]([CH2:10]3)[N:8]3[C:13]([CH:20]([OH:21])[CH:22]4[CH2:25][N:24]([C:26]([O:28][C:29]([CH3:32])([CH3:30])[CH3:31])=[O:27])[CH2:23]4)=[C:14]([C:16](=[O:18])[NH2:40])[N:15]=[C:7]3[C:6]=2[CH:33]=1. (2) Given the reactants CO[C:3]([C:5]1[CH:14]=[CH:13][C:12]2[CH2:11][CH2:10][CH:9]([NH2:15])[CH2:8][C:7]=2[CH:6]=1)=[O:4].[CH2:16]([S:20](Cl)(=[O:22])=[O:21])[CH2:17][CH2:18][CH3:19].[OH:24][NH2:25].[OH-].[K+], predict the reaction product. The product is: [OH:24][NH:25][C:3]([C:5]1[CH:14]=[CH:13][C:12]2[CH2:11][CH2:10][CH:9]([NH:15][S:20]([CH2:16][CH2:17][CH2:18][CH3:19])(=[O:22])=[O:21])[CH2:8][C:7]=2[CH:6]=1)=[O:4]. (3) Given the reactants [CH:1]([C:3]1[C@H:12]([CH2:13][O:14][Si:15]([CH:22]([CH3:24])[CH3:23])([CH:19]([CH3:21])[CH3:20])[CH:16]([CH3:18])[CH3:17])[C@@H:11]([OH:25])[C:10]2[C:5](=[CH:6][C:7]3[O:28][CH2:27][O:26][C:8]=3[CH:9]=2)[CH:4]=1)=[O:2].N1[CH:33]=[CH:32]N=C1.[O-]Cl=O.[Na+].[OH2:38], predict the reaction product. The product is: [CH2:27]1[O:28][C:7]2[CH:6]=[C:5]3[C:10]([C@H:11]([O:25][Si:15]([CH2:32][CH3:33])([CH2:19][CH3:20])[CH2:16][CH3:17])[C@@H:12]([CH2:13][O:14][Si:15]([CH:16]([CH3:18])[CH3:17])([CH:22]([CH3:24])[CH3:23])[CH:19]([CH3:20])[CH3:21])[C:3]([C:1]([OH:38])=[O:2])=[CH:4]3)=[CH:9][C:8]=2[O:26]1. (4) Given the reactants [CH2:1]([O:3][C:4]([C:6]1[NH:10][N:9]=[N:8][N:7]=1)=[O:5])[CH3:2].[Na].[CH3:12][O:13][C:14]1[CH:21]=[CH:20][C:17]([CH2:18]Br)=[CH:16][CH:15]=1.C(N(CC)CC)C, predict the reaction product. The product is: [CH2:1]([O:3][C:4]([C:6]1[N:7]=[N:8][N:9]([CH2:18][C:17]2[CH:20]=[CH:21][C:14]([O:13][CH3:12])=[CH:15][CH:16]=2)[N:10]=1)=[O:5])[CH3:2]. (5) Given the reactants [F:1][C:2]1[C:3]([NH:16][C:17]2[CH:22]=[CH:21][C:20]([I:23])=[CH:19][C:18]=2[F:24])=[C:4]([C:9]([N:11]2[CH2:14][C:13](=O)[CH2:12]2)=[O:10])[CH:5]=[CH:6][C:7]=1[F:8].[NH2:25][OH:26], predict the reaction product. The product is: [F:1][C:2]1[C:3]([NH:16][C:17]2[CH:22]=[CH:21][C:20]([I:23])=[CH:19][C:18]=2[F:24])=[C:4]([C:9]([N:11]2[CH2:14][C:13](=[N:25][OH:26])[CH2:12]2)=[O:10])[CH:5]=[CH:6][C:7]=1[F:8]. (6) Given the reactants [CH3:1][C@@H:2]1[CH2:6][CH2:5][CH2:4][N:3]1[CH2:7][CH2:8][C:9]1[CH:14]=[CH:13][C:12]([C:15]2[CH:20]=[CH:19][C:18]([CH2:21][CH2:22][C:23](O)=[O:24])=[CH:17][CH:16]=2)=[CH:11][CH:10]=1.Cl.[NH2:27][CH2:28][CH2:29][CH2:30][C:31]([O:33][C:34]([CH3:37])([CH3:36])[CH3:35])=[O:32].CN(C(ON1N=NC2C=CC=NC1=2)=[N+](C)C)C.F[P-](F)(F)(F)(F)F.Cl, predict the reaction product. The product is: [CH3:1][C@@H:2]1[CH2:6][CH2:5][CH2:4][N:3]1[CH2:7][CH2:8][C:9]1[CH:14]=[CH:13][C:12]([C:15]2[CH:16]=[CH:17][C:18]([CH2:21][CH2:22][C:23]([NH:27][CH2:28][CH2:29][CH2:30][C:31]([O:33][C:34]([CH3:37])([CH3:36])[CH3:35])=[O:32])=[O:24])=[CH:19][CH:20]=2)=[CH:11][CH:10]=1. (7) The product is: [CH3:1][C:2]1[CH:3]=[C:4]([CH:6]=[C:7]([C:19]2[S:23][CH:22]=[N:21][CH:20]=2)[CH:8]=1)[NH2:5]. Given the reactants [CH3:1][C:2]1[CH:3]=[C:4]([CH:6]=[C:7](B2OC(C)(C)C(C)(C)O2)[CH:8]=1)[NH2:5].Br[C:19]1[S:23][CH:22]=[N:21][CH:20]=1.C(=O)([O-])[O-].[Na+].[Na+].N#N, predict the reaction product. (8) Given the reactants [OH-].[Na+].[F:3][C:4]1[CH:14]=[C:13]([F:15])[CH:12]=[CH:11][C:5]=1[CH2:6][NH:7][CH2:8][CH2:9][OH:10].[C:16](O[C:16]([O:18][C:19]([CH3:22])([CH3:21])[CH3:20])=[O:17])([O:18][C:19]([CH3:22])([CH3:21])[CH3:20])=[O:17], predict the reaction product. The product is: [F:3][C:4]1[CH:14]=[C:13]([F:15])[CH:12]=[CH:11][C:5]=1[CH2:6][N:7]([CH2:8][CH2:9][OH:10])[C:16](=[O:17])[O:18][C:19]([CH3:22])([CH3:21])[CH3:20].